This data is from Forward reaction prediction with 1.9M reactions from USPTO patents (1976-2016). The task is: Predict the product of the given reaction. (1) Given the reactants Cl[C:2]1[N:7]=[C:6]([NH:8][CH2:9][CH2:10][CH3:11])[N:5]=[C:4]([NH:12][CH2:13][CH2:14][CH3:15])[N:3]=1.[CH2:16]([O:23][NH:24][CH2:25][CH3:26])[C:17]1[CH:22]=[CH:21][CH:20]=[CH:19][CH:18]=1, predict the reaction product. The product is: [CH2:16]([O:23][N:24]([C:2]1[N:7]=[C:6]([NH:8][CH2:9][CH2:10][CH3:11])[N:5]=[C:4]([NH:12][CH2:13][CH2:14][CH3:15])[N:3]=1)[CH2:25][CH3:26])[C:17]1[CH:22]=[CH:21][CH:20]=[CH:19][CH:18]=1. (2) The product is: [NH2:13][C:5]1[CH:4]=[C:3]([O:2][CH3:1])[C:10]([O:11][CH3:12])=[CH:9][C:6]=1[CH:7]=[O:8]. Given the reactants [CH3:1][O:2][C:3]1[C:10]([O:11][CH3:12])=[CH:9][C:6]([CH:7]=[O:8])=[C:5]([N+:13]([O-])=O)[CH:4]=1.[Cl-].[NH4+], predict the reaction product. (3) Given the reactants [OH:1][C:2]1([CH2:15][CH:16]=O)[CH2:14][CH2:13][C:5]2([O:10][CH2:9][C:8]([CH3:12])([CH3:11])[CH2:7][O:6]2)[CH2:4][CH2:3]1.[C:18]1([C@@H:24]([NH2:27])[CH2:25][CH3:26])[CH:23]=[CH:22][CH:21]=[CH:20][CH:19]=1, predict the reaction product. The product is: [CH3:11][C:8]1([CH3:12])[CH2:9][O:10][C:5]2([CH2:4][CH2:3][C:2]([CH2:15][CH2:16][NH:27][C@H:24]([C:18]3[CH:23]=[CH:22][CH:21]=[CH:20][CH:19]=3)[CH2:25][CH3:26])([OH:1])[CH2:14][CH2:13]2)[O:6][CH2:7]1. (4) The product is: [F:28][C:26]1([F:29])[O:25][C:24]2[CH:30]=[CH:31][C:21]([NH:20][C:2]([NH:58][C:55]3[CH:56]=[CH:57][C:52]([O:51][CH2:50][CH2:49][CH2:48][N:47]([CH3:46])[CH3:65])=[C:53]([C:59]4[N:60]([CH3:64])[N:61]=[CH:62][CH:63]=4)[CH:54]=3)=[O:3])=[CH:22][C:23]=2[O:27]1. Given the reactants Cl[C:2](OC1C=CC([N+]([O-])=O)=CC=1)=[O:3].N1C=CC=CC=1.[NH2:20][C:21]1[CH:31]=[CH:30][C:24]2[O:25][C:26]([F:29])([F:28])[O:27][C:23]=2[CH:22]=1.CCN(C(C1C=CC=C(C)C=1)=O)CC.[CH3:46][N:47]([CH3:65])[CH2:48][CH2:49][CH2:50][O:51][C:52]1[CH:57]=[CH:56][C:55]([NH2:58])=[CH:54][C:53]=1[C:59]1[N:60]([CH3:64])[N:61]=[CH:62][CH:63]=1, predict the reaction product. (5) Given the reactants C1(C)C=CC=CC=1.[F:8][C:9]1[CH:10]=[C:11]([CH:27]=[CH:28][CH:29]=1)[C:12]([C@@H:14]1[CH2:19][CH2:18][CH2:17][N:16]([C:20]([O:22][C:23]([CH3:26])([CH3:25])[CH3:24])=[O:21])[CH2:15]1)=[O:13].CO, predict the reaction product. The product is: [F:8][C:9]1[CH:10]=[C:11]([C@H:12]([OH:13])[CH:14]2[CH2:19][CH2:18][CH2:17][N:16]([C:20]([O:22][C:23]([CH3:25])([CH3:24])[CH3:26])=[O:21])[CH2:15]2)[CH:27]=[CH:28][CH:29]=1. (6) Given the reactants [C:1]([O:10]C)(=O)[C:2]1[C:3](=[CH:5][CH:6]=[CH:7][CH:8]=1)[SH:4].[C:12]([C:14]1[N:19]=[C:18]([CH2:20][CH2:21][CH2:22][O:23][CH2:24][CH2:25][C:26]([O:28][C:29]([CH3:32])([CH3:31])[CH3:30])=[O:27])[CH:17]=[CH:16][CH:15]=1)#[N:13].C(N(CC)CC)C, predict the reaction product. The product is: [O:10]=[C:1]1[C:2]2[CH:8]=[CH:7][CH:6]=[CH:5][C:3]=2[S:4][C:12]([C:14]2[N:19]=[C:18]([CH2:20][CH2:21][CH2:22][O:23][CH2:24][CH2:25][C:26]([O:28][C:29]([CH3:32])([CH3:31])[CH3:30])=[O:27])[CH:17]=[CH:16][CH:15]=2)=[N:13]1. (7) Given the reactants [CH3:1][C:2]1[N:6]2[C:7](=[O:33])[N:8]([CH:10]3[CH2:15][CH2:14][N:13]([C:16](=[O:32])[CH:17]([NH:24]C(=O)OC(C)(C)C)[C:18]4[CH:23]=[CH:22][CH:21]=[CH:20][CH:19]=4)[CH2:12][CH2:11]3)[CH2:9][C:5]2=[CH:4][N:3]=1.[ClH:34], predict the reaction product. The product is: [ClH:34].[ClH:34].[NH2:24][CH:17]([C:18]1[CH:19]=[CH:20][CH:21]=[CH:22][CH:23]=1)[C:16]([N:13]1[CH2:14][CH2:15][CH:10]([N:8]2[CH2:9][C:5]3=[CH:4][N:3]=[C:2]([CH3:1])[N:6]3[C:7]2=[O:33])[CH2:11][CH2:12]1)=[O:32]. (8) The product is: [OH:7][CH2:6][C:5]1[CH:8]=[CH:9][C:2]([OH:1])=[CH:3][CH:4]=1. Given the reactants [OH:1][C:2]1[CH:9]=[CH:8][C:5]([CH:6]=[O:7])=[CH:4][CH:3]=1.[BH4-].[Na+], predict the reaction product. (9) The product is: [CH3:22][C:23]1[C:27]([C:2]2[C:3]([O:20][CH3:21])=[C:4]3[C:9](=[CH:10][CH:11]=2)[NH:8][C:7](=[O:12])[N:6]([CH3:13])[CH:5]3[C:14]2[CH:19]=[CH:18][CH:17]=[CH:16][CH:15]=2)=[C:26]([CH3:31])[O:25][N:24]=1. Given the reactants Br[C:2]1[C:3]([O:20][CH3:21])=[C:4]2[C:9](=[CH:10][CH:11]=1)[NH:8][C:7](=[O:12])[N:6]([CH3:13])[CH:5]2[C:14]1[CH:19]=[CH:18][CH:17]=[CH:16][CH:15]=1.[CH3:22][C:23]1[C:27](B(O)O)=[C:26]([CH3:31])[O:25][N:24]=1.CC(C)([O-])C.[K+], predict the reaction product. (10) Given the reactants C(OP([CH2:9][C:10]([O:12][CH2:13][CH3:14])=[O:11])(OCC)=O)C.[H-].[Na+].[CH3:17][S:18]([C:21]1[CH:28]=[CH:27][C:24]([CH:25]=O)=[CH:23][CH:22]=1)(=[O:20])=[O:19], predict the reaction product. The product is: [CH3:17][S:18]([C:21]1[CH:28]=[CH:27][C:24]([CH:25]=[CH:9][C:10]([O:12][CH2:13][CH3:14])=[O:11])=[CH:23][CH:22]=1)(=[O:19])=[O:20].